From a dataset of Full USPTO retrosynthesis dataset with 1.9M reactions from patents (1976-2016). Predict the reactants needed to synthesize the given product. (1) Given the product [N:7]1[CH:8]=[CH:9][N:10]2[CH:15]=[CH:14][C:13]([CH2:16][NH:17][C:18](=[O:19])[C:20]3[CH:21]=[CH:22][C:23]([C:24]([N:29]4[CH2:32][CH2:33][CH2:34][CH2:35][CH2:39]4)=[O:26])=[CH:27][CH:28]=3)=[CH:12][C:11]=12, predict the reactants needed to synthesize it. The reactants are: CC(C)CCN.[N:7]1[CH:8]=[CH:9][N:10]2[CH:15]=[CH:14][C:13]([CH2:16][NH:17][C:18]([C:20]3[CH:28]=[CH:27][C:23]([C:24]([OH:26])=O)=[CH:22][CH:21]=3)=[O:19])=[CH:12][C:11]=12.[N+:29]([C:32]1C=[CH:39][C:35](C(O)=O)=[CH:34][CH:33]=1)([O-])=O. (2) Given the product [O:1]1[CH2:5][CH2:4][O:3][CH:2]1[C:6]1[CH:7]=[C:8]2[C:12](=[CH:13][CH:14]=1)[N:11]([CH2:15][O:16][CH2:17][CH2:18][Si:19]([CH3:22])([CH3:21])[CH3:20])[N:10]=[C:9]2[S:30]([C:24]1[CH:29]=[CH:28][CH:27]=[CH:26][CH:25]=1)(=[O:32])=[O:31], predict the reactants needed to synthesize it. The reactants are: [O:1]1[CH2:5][CH2:4][O:3][CH:2]1[C:6]1[CH:7]=[C:8]2[C:12](=[CH:13][CH:14]=1)[N:11]([CH2:15][O:16][CH2:17][CH2:18][Si:19]([CH3:22])([CH3:21])[CH3:20])[N:10]=[C:9]2I.[C:24]1([S:30]([O-:32])=[O:31])[CH:29]=[CH:28][CH:27]=[CH:26][CH:25]=1.[Na+].